From a dataset of Reaction yield outcomes from USPTO patents with 853,638 reactions. Predict the reaction yield, written as a fraction of the theoretical maximum amount of product (1.0 means a 100% yield; for example, 0.34 means a 34% yield). The product is [CH:31]([C:34]1[CH:35]=[C:36]([CH:37]=[CH:38][C:39]=1[O:40][CH3:41])[O:1][C:2]1[C:16]([CH3:17])=[CH:15][C:5]2[C:6]([CH2:9][C:10]([O:12][CH2:13][CH3:14])=[O:11])=[CH:7][O:8][C:4]=2[C:3]=1[CH3:18])([CH3:33])[CH3:32]. The reactants are [OH:1][C:2]1[C:16]([CH3:17])=[CH:15][C:5]2[C:6]([CH2:9][C:10]([O:12][CH2:13][CH3:14])=[O:11])=[CH:7][O:8][C:4]=2[C:3]=1[CH3:18].C(N(CC)CC)C.F[B-](F)(F)F.[CH:31]([C:34]1[CH:35]=[C:36]([I+][C:36]2[CH:37]=[CH:38][C:39]([O:40][CH3:41])=[C:34]([CH:31]([CH3:33])[CH3:32])[CH:35]=2)[CH:37]=[CH:38][C:39]=1[O:40][CH3:41])([CH3:33])[CH3:32]. The yield is 0.420. The catalyst is ClCCl.[Cu].